From a dataset of Reaction yield outcomes from USPTO patents with 853,638 reactions. Predict the reaction yield, written as a fraction of the theoretical maximum amount of product (1.0 means a 100% yield; for example, 0.34 means a 34% yield). (1) The reactants are Br[C:2]1[CH:9]=[C:8]([F:10])[CH:7]=[C:6]([N:11]2[CH2:22][CH2:21][N:20]3[C:13](=[CH:14][C:15]4[CH2:16][C:17]([CH3:24])([CH3:23])[CH2:18][C:19]=43)[C:12]2=[O:25])[C:3]=1[CH:4]=[O:5].[CH3:26][N:27]1[CH:32]=[C:31](B2OC(C)(C)C(C)(C)O2)[CH:30]=[C:29]([NH:42][C:43]2[CH:48]=[CH:47][C:46]([N:49]3[CH2:54][CH2:53][N:52]([CH:55]4[CH2:58][O:57][CH2:56]4)[CH2:51][C@@H:50]3[CH3:59])=[CH:45][N:44]=2)[C:28]1=[O:60].C([O-])(=O)C.[K+].[O-]P([O-])([O-])=O.[K+].[K+].[K+]. The catalyst is O.C1C=CC(P(C2C=CC=CC=2)[C-]2C=CC=C2)=CC=1.C1C=CC(P(C2C=CC=CC=2)[C-]2C=CC=C2)=CC=1.Cl[Pd]Cl.[Fe+2].C(#N)C. The product is [CH3:23][C:17]1([CH3:24])[CH2:16][C:15]2[CH:14]=[C:13]3[N:20]([CH2:21][CH2:22][N:11]([C:6]4[CH:7]=[C:8]([F:10])[CH:9]=[C:2]([C:31]5[CH:30]=[C:29]([NH:42][C:43]6[CH:48]=[CH:47][C:46]([N:49]7[CH2:54][CH2:53][N:52]([CH:55]8[CH2:56][O:57][CH2:58]8)[CH2:51][C@@H:50]7[CH3:59])=[CH:45][N:44]=6)[C:28](=[O:60])[N:27]([CH3:26])[CH:32]=5)[C:3]=4[CH:4]=[O:5])[C:12]3=[O:25])[C:19]=2[CH2:18]1. The yield is 0.770. (2) The reactants are [O:1]=[C:2]([CH2:9][CH3:10])[CH2:3][C:4]([O:6][CH2:7][CH3:8])=[O:5].C(=O)([O-])[O-].[K+].[K+].Br[CH:18]([CH2:24][CH2:25][CH3:26])[C:19]([O:21][CH2:22][CH3:23])=[O:20].Cl. The catalyst is CN(C=O)C.O. The product is [C:2]([CH:3]([CH:18]([CH2:24][CH2:25][CH3:26])[C:19]([O:21][CH2:22][CH3:23])=[O:20])[C:4]([O:6][CH2:7][CH3:8])=[O:5])(=[O:1])[CH2:9][CH3:10]. The yield is 0.580. (3) The product is [NH2:9][C:10]1[N:15]=[C:14]([C:16]2[N:20]([CH2:21][O:22][CH2:23][CH2:24][Si:25]([CH3:27])([CH3:26])[CH3:28])[C:19]([C:29]3[CH:34]=[C:33]([Cl:35])[CH:32]=[CH:31][C:30]=3[CH3:36])=[C:18]([C:37]([NH2:39])=[O:38])[CH:17]=2)[C:13]([I:1])=[CH:12][N:11]=1. The reactants are [I:1]N1C(=O)CCC1=O.[NH2:9][C:10]1[N:15]=[C:14]([C:16]2[N:20]([CH2:21][O:22][CH2:23][CH2:24][Si:25]([CH3:28])([CH3:27])[CH3:26])[C:19]([C:29]3[CH:34]=[C:33]([Cl:35])[CH:32]=[CH:31][C:30]=3[CH3:36])=[C:18]([C:37]([NH2:39])=[O:38])[CH:17]=2)[CH:13]=[CH:12][N:11]=1. The catalyst is CN(C=O)C.CCOC(C)=O. The yield is 0.600. (4) The yield is 0.940. The catalyst is CC(O)C.[Pd]. The reactants are [C:1]([O:5][C:6]([CH2:8][CH2:9][C@H:10]([NH:33]C(OCC1C=CC=CC=1)=O)[C:11]([NH:13][C@@H:14]([CH2:22][CH2:23][C:24]([O:26][CH2:27][CH2:28][Si:29]([CH3:32])([CH3:31])[CH3:30])=[O:25])[C:15]([O:17][C:18]([CH3:21])([CH3:20])[CH3:19])=[O:16])=[O:12])=[O:7])([CH3:4])([CH3:3])[CH3:2]. The product is [NH2:33][C@@H:10]([CH2:9][CH2:8][C:6]([O:5][C:1]([CH3:4])([CH3:3])[CH3:2])=[O:7])[C:11]([NH:13][C@@H:14]([CH2:22][CH2:23][C:24]([O:26][CH2:27][CH2:28][Si:29]([CH3:30])([CH3:32])[CH3:31])=[O:25])[C:15]([O:17][C:18]([CH3:21])([CH3:20])[CH3:19])=[O:16])=[O:12].